The task is: Predict which catalyst facilitates the given reaction.. This data is from Catalyst prediction with 721,799 reactions and 888 catalyst types from USPTO. (1) Reactant: [CH:1](=O)[C:2]1[CH:7]=[CH:6][CH:5]=[CH:4][CH:3]=1.[Cl:9][C:10]1[CH:15]=[CH:14][C:13]([CH:16]([CH2:19][NH2:20])[CH2:17][NH2:18])=[CH:12][CH:11]=1.C([O-])([O-])=O.[K+].[K+].II.[O-]S([O-])=O.[Na+].[Na+]. Product: [Cl:9][C:10]1[CH:11]=[CH:12][C:13]([CH:16]2[CH2:19][NH:20][C:1]([C:2]3[CH:7]=[CH:6][CH:5]=[CH:4][CH:3]=3)=[N:18][CH2:17]2)=[CH:14][CH:15]=1. The catalyst class is: 218. (2) Reactant: Cl.[Cl:2][C:3]1[CH:4]=[C:5]([NH:10][C:11]([N:13]2[CH2:18][CH2:17][NH:16][CH2:15][CH2:14]2)=[O:12])[CH:6]=[CH:7][C:8]=1[Cl:9].C(N(CC)C(C)C)(C)C.[C:28]([O:32][C:33]([N:35]1[CH2:40][CH2:39][CH2:38][CH:37]([C:41](O)=[O:42])[CH2:36]1)=[O:34])([CH3:31])([CH3:30])[CH3:29].ON1C2C=CC=CC=2N=N1. Product: [Cl:2][C:3]1[CH:4]=[C:5]([NH:10][C:11]([N:13]2[CH2:18][CH2:17][N:16]([C:41]([CH:37]3[CH2:38][CH2:39][CH2:40][N:35]([C:33]([O:32][C:28]([CH3:31])([CH3:30])[CH3:29])=[O:34])[CH2:36]3)=[O:42])[CH2:15][CH2:14]2)=[O:12])[CH:6]=[CH:7][C:8]=1[Cl:9]. The catalyst class is: 4. (3) Reactant: [CH:1]([N:14]1[CH2:17]C(C#N)[CH2:15]1)([C:8]1[CH:13]=[CH:12][CH:11]=[CH:10][CH:9]=1)[C:2]1[CH:7]=[CH:6][CH:5]=[CH:4][CH:3]=1.[OH-].[K+].Cl.[Cl-].[Na+].C[O:26][CH:27]([OH:29])[CH3:28]. Product: [CH:1]([N:14]1[CH2:17][CH:28]([C:27]([OH:29])=[O:26])[CH2:15]1)([C:8]1[CH:9]=[CH:10][CH:11]=[CH:12][CH:13]=1)[C:2]1[CH:7]=[CH:6][CH:5]=[CH:4][CH:3]=1. The catalyst class is: 6. (4) The catalyst class is: 256. Reactant: [CH3:1][O:2][C:3](=[O:14])[CH:4]=[CH:5][C:6]1[CH:11]=[CH:10][N:9]=[C:8]([O:12][CH3:13])[CH:7]=1.C(Cl)Cl. Product: [CH3:1][O:2][C:3](=[O:14])[CH2:4][CH2:5][C:6]1[CH:11]=[CH:10][N:9]=[C:8]([O:12][CH3:13])[CH:7]=1. (5) Reactant: [CH2:1]([O:8][C:9]1[CH:10]=[C:11]2[C:15](=[CH:16][CH:17]=1)[N:14]([C:18]([O:20][C:21]([CH3:24])([CH3:23])[CH3:22])=[O:19])[C:13](B(O)O)=[CH:12]2)[C:2]1[CH:7]=[CH:6][CH:5]=[CH:4][CH:3]=1.I[C:29]1[C:37]2[C:32](=[N:33][CH:34]=[N:35][C:36]=2[NH2:38])[N:31]([CH:39]([CH3:41])[CH3:40])[N:30]=1.C([O-])([O-])=O.[Na+].[Na+]. Product: [NH2:38][C:36]1[N:35]=[CH:34][N:33]=[C:32]2[N:31]([CH:39]([CH3:41])[CH3:40])[N:30]=[C:29]([C:13]3[N:14]([C:18]([O:20][C:21]([CH3:24])([CH3:23])[CH3:22])=[O:19])[C:15]4[C:11]([CH:12]=3)=[CH:10][C:9]([O:8][CH2:1][C:2]3[CH:7]=[CH:6][CH:5]=[CH:4][CH:3]=3)=[CH:17][CH:16]=4)[C:37]=12. The catalyst class is: 414. (6) Reactant: [Br-].[CH:2]1([C:7]([C:23]2[CH:28]=[CH:27][CH:26]=[CH:25][CH:24]=2)([OH:22])[C:8]([O:10]C2CC[N+](CC(OC)=O)(C)C2)=[O:9])[CH2:6][CH2:5][CH2:4][CH2:3]1.[Br-].C1(C(C2C=CC=CC=2)(O)C(OC2CC[N+](CC(OCC)=O)(C)C2)=O)CCCC1.C1([Mg]Br)CCCC1.C(C(O)=O)(=O)C1C=CC=CC=1. Product: [CH:2]1([C:7]([C:23]2[CH:28]=[CH:27][CH:26]=[CH:25][CH:24]=2)([OH:22])[C:8]([OH:10])=[O:9])[CH2:6][CH2:5][CH2:4][CH2:3]1. The catalyst class is: 28. (7) Reactant: [OH:1][C@H:2]1[CH2:7][CH2:6][C@H:5]([C:8]([O:10][CH2:11][CH3:12])=[O:9])[CH2:4][CH2:3]1.[Si:13](Cl)([C:16]([CH3:19])([CH3:18])[CH3:17])([CH3:15])[CH3:14].N1C=CN=C1.C(OCC)(=O)C. Product: [Si:13]([O:1][C@H:2]1[CH2:3][CH2:4][C@H:5]([C:8]([O:10][CH2:11][CH3:12])=[O:9])[CH2:6][CH2:7]1)([C:16]([CH3:19])([CH3:18])[CH3:17])([CH3:15])[CH3:14]. The catalyst class is: 9.